Dataset: Reaction yield outcomes from USPTO patents with 853,638 reactions. Task: Predict the reaction yield, written as a fraction of the theoretical maximum amount of product (1.0 means a 100% yield; for example, 0.34 means a 34% yield). (1) The reactants are [CH3:1][C:2]1[N:7]=[CH:6][N:5]=[C:4]([NH2:8])[CH:3]=1.Br[C:10]1[C:11](=[O:18])[N:12]([CH3:17])[CH:13]=[C:14]([Br:16])[CH:15]=1.CC1(C)C2C(=C(P(C3C=CC=CC=3)C3C=CC=CC=3)C=CC=2)OC2C(P(C3C=CC=CC=3)C3C=CC=CC=3)=CC=CC1=2.C([O-])([O-])=O.[Cs+].[Cs+]. The catalyst is C1C=CC(/C=C/C(/C=C/C2C=CC=CC=2)=O)=CC=1.C1C=CC(/C=C/C(/C=C/C2C=CC=CC=2)=O)=CC=1.C1C=CC(/C=C/C(/C=C/C2C=CC=CC=2)=O)=CC=1.[Pd].[Pd].O1CCOCC1. The product is [Br:16][C:14]1[CH:15]=[C:10]([NH:8][C:4]2[CH:3]=[C:2]([CH3:1])[N:7]=[CH:6][N:5]=2)[C:11](=[O:18])[N:12]([CH3:17])[CH:13]=1. The yield is 0.360. (2) The reactants are [CH2:1]([S:8][C:9]1[CH:15]=[CH:14][C:12]([NH2:13])=[C:11]([N+:16]([O-:18])=[O:17])[CH:10]=1)[C:2]1[CH:7]=[CH:6][CH:5]=[CH:4][CH:3]=1.[Cl:19][C:20]1[CH:25]=[CH:24][C:23]([C:26]2[CH:31]=[C:30]([O:32][CH3:33])[C:29](I)=[CH:28][C:27]=2[F:35])=[CH:22][C:21]=1[CH3:36].COC1CCCC1.C(=O)([O-])[O-].[Cs+].[Cs+]. The catalyst is CCOC(C)=O.C1C=CC(/C=C/C(/C=C/C2C=CC=CC=2)=O)=CC=1.C1C=CC(/C=C/C(/C=C/C2C=CC=CC=2)=O)=CC=1.C1C=CC(/C=C/C(/C=C/C2C=CC=CC=2)=O)=CC=1.[Pd].[Pd].CC1(C)C2C(=C(P(C3C=CC=CC=3)C3C=CC=CC=3)C=CC=2)OC2C(P(C3C=CC=CC=3)C3C=CC=CC=3)=CC=CC1=2. The product is [CH2:1]([S:8][C:9]1[CH:15]=[CH:14][C:12]([NH:13][C:29]2[C:30]([O:32][CH3:33])=[CH:31][C:26]([C:23]3[CH:24]=[CH:25][C:20]([Cl:19])=[C:21]([CH3:36])[CH:22]=3)=[C:27]([F:35])[CH:28]=2)=[C:11]([N+:16]([O-:18])=[O:17])[CH:10]=1)[C:2]1[CH:3]=[CH:4][CH:5]=[CH:6][CH:7]=1. The yield is 0.727. (3) The reactants are [CH3:1][O:2][CH2:3][O:4][C:5]1[CH:6]=[C:7]([CH:17]=[C:18]([O:29][CH2:30][O:31][CH3:32])[C:19]=1[CH2:20]/[CH:21]=[CH:22]/[C:23]1[CH:28]=[CH:27][CH:26]=[CH:25][CH:24]=1)[CH2:8][O:9][Si](C(C)(C)C)(C)C.CCCC[N+](CCCC)(CCCC)CCCC.[F-]. The catalyst is C1COCC1. The product is [CH3:32][O:31][CH2:30][O:29][C:18]1[CH:17]=[C:7]([CH2:8][OH:9])[CH:6]=[C:5]([O:4][CH2:3][O:2][CH3:1])[C:19]=1[CH2:20]/[CH:21]=[CH:22]/[C:23]1[CH:28]=[CH:27][CH:26]=[CH:25][CH:24]=1. The yield is 0.920. (4) The reactants are [NH2:1][C:2]12[CH2:9][C:6]([C:10]([O:12][CH3:13])=[O:11])([CH2:7][CH2:8]1)[CH2:5][CH2:4][CH2:3]2.[CH3:14][C:15]([O:18][C:19](O[C:19]([O:18][C:15]([CH3:17])([CH3:16])[CH3:14])=[O:20])=[O:20])([CH3:17])[CH3:16]. The catalyst is C1COCC1. The product is [C:15]([O:18][C:19]([NH:1][C:2]12[CH2:9][C:6]([C:10]([O:12][CH3:13])=[O:11])([CH2:7][CH2:8]1)[CH2:5][CH2:4][CH2:3]2)=[O:20])([CH3:17])([CH3:16])[CH3:14]. The yield is 0.920. (5) The reactants are [Cl:1][C:2]1[CH:23]=[C:22](OS(C(F)(F)F)(=O)=O)[C:5]2[O:6][C@@H:7]([CH2:10][O:11][S:12]([C:15]3[CH:20]=[CH:19][C:18]([CH3:21])=[CH:17][CH:16]=3)(=[O:14])=[O:13])[CH2:8][O:9][C:4]=2[CH:3]=1.[CH3:32][O:33][C:34]1[C:39]([O:40][CH3:41])=[CH:38][CH:37]=[CH:36][C:35]=1B(O)O. No catalyst specified. The product is [CH3:32][O:33][C:34]1[C:39]([O:40][CH3:41])=[CH:38][CH:37]=[CH:36][C:35]=1[C:22]1[C:5]2[O:6][C@@H:7]([CH2:10][O:11][S:12]([C:15]3[CH:20]=[CH:19][C:18]([CH3:21])=[CH:17][CH:16]=3)(=[O:13])=[O:14])[CH2:8][O:9][C:4]=2[CH:3]=[C:2]([Cl:1])[CH:23]=1. The yield is 0.820.